This data is from NCI-60 drug combinations with 297,098 pairs across 59 cell lines. The task is: Regression. Given two drug SMILES strings and cell line genomic features, predict the synergy score measuring deviation from expected non-interaction effect. Drug 1: CS(=O)(=O)OCCCCOS(=O)(=O)C. Drug 2: CC1=C(C(=O)C2=C(C1=O)N3CC4C(C3(C2COC(=O)N)OC)N4)N. Cell line: MDA-MB-231. Synergy scores: CSS=8.73, Synergy_ZIP=-3.96, Synergy_Bliss=0.730, Synergy_Loewe=-4.46, Synergy_HSA=0.782.